From a dataset of Full USPTO retrosynthesis dataset with 1.9M reactions from patents (1976-2016). Predict the reactants needed to synthesize the given product. (1) Given the product [C:1]([O:5][C:6]([N:8]1[CH2:13][CH2:12][CH:11]([N:14]([S:16]([C:19]2[CH:24]=[CH:23][C:22]([NH:25][C:26]3[N:31]=[C:30]([C:37]4[CH:38]=[CH:39][C:34]([F:33])=[CH:35][CH:36]=4)[CH:29]=[CH:28][N:27]=3)=[CH:21][CH:20]=2)(=[O:18])=[O:17])[CH3:15])[CH2:10][CH2:9]1)=[O:7])([CH3:4])([CH3:3])[CH3:2], predict the reactants needed to synthesize it. The reactants are: [C:1]([O:5][C:6]([N:8]1[CH2:13][CH2:12][CH:11]([N:14]([S:16]([C:19]2[CH:24]=[CH:23][C:22]([NH:25][C:26]3[N:31]=[C:30](Cl)[CH:29]=[CH:28][N:27]=3)=[CH:21][CH:20]=2)(=[O:18])=[O:17])[CH3:15])[CH2:10][CH2:9]1)=[O:7])([CH3:4])([CH3:3])[CH3:2].[F:33][C:34]1[CH:39]=[CH:38][C:37](B(O)O)=[CH:36][CH:35]=1. (2) Given the product [NH2:27][C:11]1[N:12]=[CH:13][C:14]([C:16]2[CH:20]=[CH:32][C:31]([OH:45])=[C:30]([O:29][CH3:28])[CH:17]=2)=[CH:15][C:10]=1[C:2]1[O:3][C:4]2[C:9]([N:1]=1)=[CH:8][CH:7]=[CH:6][N:5]=2, predict the reactants needed to synthesize it. The reactants are: [N:1]1[C:9]2[C:4](=[N:5][CH:6]=[CH:7][CH:8]=2)[O:3][C:2]=1[C:10]1[C:11]([NH2:27])=[N:12][CH:13]=[C:14]([C:16]2[CH:17]=NN(C3CCNCC3)[CH:20]=2)[CH:15]=1.[CH3:28][O:29][C:30]1C=C(B2OC(C)(C)C(C)(C)O2)C=[CH:32][C:31]=1[OH:45]. (3) Given the product [Br:27][C:16]1[C:17]([CH3:20])=[C:18]([CH3:19])[C:13]2[O:12][CH2:11][CH:10]([C:7]3[CH:6]=[CH:5][C:4]([CH:1]([CH3:3])[CH3:2])=[CH:9][CH:8]=3)[C:14]=2[C:15]=1[CH3:21], predict the reactants needed to synthesize it. The reactants are: [CH:1]([C:4]1[CH:9]=[CH:8][C:7]([CH:10]2[C:14]3[C:15]([CH3:21])=[CH:16][C:17]([CH3:20])=[C:18]([CH3:19])[C:13]=3[O:12][CH2:11]2)=[CH:6][CH:5]=1)([CH3:3])[CH3:2].C([O-])(=O)C.[Na+].[Br:27]Br.O. (4) Given the product [Br:1][C:2]1[C:3]([S:9][CH3:10])=[N:4][C:5]([NH:19][C:18]2[CH:20]=[CH:21][CH:22]=[C:16]([S:13]([CH3:12])(=[O:15])=[O:14])[CH:17]=2)=[N:6][CH:7]=1, predict the reactants needed to synthesize it. The reactants are: [Br:1][C:2]1[C:3]([S:9][CH3:10])=[N:4][C:5](Cl)=[N:6][CH:7]=1.Cl.[CH3:12][S:13]([C:16]1[CH:17]=[C:18]([CH:20]=[CH:21][CH:22]=1)[NH2:19])(=[O:15])=[O:14].Cl.